This data is from Full USPTO retrosynthesis dataset with 1.9M reactions from patents (1976-2016). The task is: Predict the reactants needed to synthesize the given product. (1) Given the product [CH3:16][O:17][C:18]1[CH:19]=[CH:20][C:21]([S:24]([NH:15][CH2:14][CH2:13][C:4]2[C:5]([O:11][CH3:12])=[CH:6][C:7]([O:9][CH3:10])=[CH:8][C:3]=2[O:2][CH3:1])(=[O:26])=[O:25])=[CH:22][CH:23]=1, predict the reactants needed to synthesize it. The reactants are: [CH3:1][O:2][C:3]1[CH:8]=[C:7]([O:9][CH3:10])[CH:6]=[C:5]([O:11][CH3:12])[C:4]=1[CH2:13][CH2:14][NH2:15].[CH3:16][O:17][C:18]1[CH:23]=[CH:22][C:21]([S:24](Cl)(=[O:26])=[O:25])=[CH:20][CH:19]=1. (2) The reactants are: Br[C:2]1[S:6][C:5]([NH:7][C:8]2[CH:13]=[C:12]([CH2:14][O:15][Si](C(C)(C)C)(C)C)[CH:11]=[CH:10][N:9]=2)=[N:4][CH:3]=1.[SH:23][C:24]1[CH:29]=[CH:28][N:27]=[C:26]([C:30]([O:32]C)=[O:31])[CH:25]=1.C[O-].[Na+].[OH-].[Na+].Cl. Given the product [OH:15][CH2:14][C:12]1[CH:11]=[CH:10][N:9]=[C:8]([NH:7][C:5]2[S:6][C:2]([S:23][C:24]3[CH:29]=[CH:28][N:27]=[C:26]([C:30]([OH:32])=[O:31])[CH:25]=3)=[CH:3][N:4]=2)[CH:13]=1, predict the reactants needed to synthesize it. (3) Given the product [NH2:1][C:2]1[C:3]([O:14][CH3:15])=[C:4]([C:5]([O:7][CH3:8])=[O:6])[CH:9]=[C:10]([C:16]2[CH:21]=[CH:20][CH:19]=[CH:18][CH:17]=2)[C:11]=1[F:12], predict the reactants needed to synthesize it. The reactants are: [NH2:1][C:2]1[C:3]([O:14][CH3:15])=[C:4]([CH:9]=[C:10](Br)[C:11]=1[F:12])[C:5]([O:7][CH3:8])=[O:6].[C:16]1(B(O)O)[CH:21]=[CH:20][CH:19]=[CH:18][CH:17]=1.P([O-])([O-])([O-])=O.[K+].[K+].[K+]. (4) Given the product [CH3:1][O:2][C:3](=[O:22])[CH2:4][N:5]1[C:13]2[C:8](=[CH:9][C:10]([OH:14])=[CH:11][CH:12]=2)[CH:7]=[CH:6]1, predict the reactants needed to synthesize it. The reactants are: [CH3:1][O:2][C:3](=[O:22])[CH2:4][N:5]1[C:13]2[C:8](=[CH:9][C:10]([O:14]CC3C=CC=CC=3)=[CH:11][CH:12]=2)[CH:7]=[CH:6]1.CO. (5) Given the product [CH3:37][P:35]([CH2:34][C:30]1[CH:29]=[C:28]([N:27]2[C:23]([NH:22][C:20](=[O:21])[NH:19][C:12]3[C:13]4[C:18](=[CH:17][CH:16]=[CH:15][CH:14]=4)[C:9]([O:8][C:6]4[CH:5]=[CH:4][N:3]=[C:2]([NH:42][C:43]5[CH:44]=[C:45]([CH:57]=[C:58]([C:60]#[CH:61])[CH:59]=5)[C:46]([NH:48][CH2:49][CH2:50][N:51]5[CH2:56][CH2:55][O:54][CH2:53][CH2:52]5)=[O:47])[N:7]=4)=[CH:10][CH:11]=3)=[CH:24][C:25]([CH:39]([CH3:41])[CH3:40])=[N:26]2)[CH:33]=[CH:32][CH:31]=1)([CH3:38])=[O:36], predict the reactants needed to synthesize it. The reactants are: Cl[C:2]1[N:7]=[C:6]([O:8][C:9]2[C:18]3[C:13](=[CH:14][CH:15]=[CH:16][CH:17]=3)[C:12]([NH:19][C:20]([NH:22][C:23]3[N:27]([C:28]4[CH:33]=[CH:32][CH:31]=[C:30]([CH2:34][P:35]([CH3:38])([CH3:37])=[O:36])[CH:29]=4)[N:26]=[C:25]([CH:39]([CH3:41])[CH3:40])[CH:24]=3)=[O:21])=[CH:11][CH:10]=2)[CH:5]=[CH:4][N:3]=1.[NH2:42][C:43]1[CH:44]=[C:45]([CH:57]=[C:58]([C:60]#[CH:61])[CH:59]=1)[C:46]([NH:48][CH2:49][CH2:50][N:51]1[CH2:56][CH2:55][O:54][CH2:53][CH2:52]1)=[O:47]. (6) Given the product [C:1]([C:5]1[CH:6]=[C:7]([C:16]2[S:17][CH:18]=[C:19]([CH:21]3[CH2:26][CH2:25][N:24]([C:37](=[O:38])[CH2:36][N:27]4[C:31]5[CH:32]=[CH:33][CH:34]=[CH:35][C:30]=5[N:29]=[CH:28]4)[CH2:23][CH2:22]3)[N:20]=2)[CH:8]=[C:9]([S:11][C:12]([F:15])([F:13])[F:14])[CH:10]=1)([CH3:4])([CH3:2])[CH3:3], predict the reactants needed to synthesize it. The reactants are: [C:1]([C:5]1[CH:6]=[C:7]([C:16]2[S:17][CH:18]=[C:19]([CH:21]3[CH2:26][CH2:25][NH:24][CH2:23][CH2:22]3)[N:20]=2)[CH:8]=[C:9]([S:11][C:12]([F:15])([F:14])[F:13])[CH:10]=1)([CH3:4])([CH3:3])[CH3:2].[N:27]1([CH2:36][C:37](O)=[O:38])[C:31]2[CH:32]=[CH:33][CH:34]=[CH:35][C:30]=2[N:29]=[CH:28]1. (7) The reactants are: [C:1]1([C@H:7]2[C@@H:12]([NH2:13])[CH2:11][CH2:10][CH2:9][NH:8]2)[CH:6]=[CH:5][CH:4]=[CH:3][CH:2]=1.[CH3:14][O:15][C:16]1[CH:23]=[CH:22][C:21]([C:24]2[CH:29]=[CH:28][CH:27]=[CH:26][C:25]=2[C:30]([F:33])([F:32])[F:31])=[CH:20][C:17]=1[CH:18]=O.C(O[BH-](OC(=O)C)OC(=O)C)(=O)C.[Na+].C(=O)([O-])O.[Na+].[ClH:53]. Given the product [ClH:53].[ClH:53].[C:1]1([C@H:7]2[C@@H:12]([NH:13][CH2:18][C:17]3[CH:20]=[C:21]([C:24]4[CH:29]=[CH:28][CH:27]=[CH:26][C:25]=4[C:30]([F:31])([F:32])[F:33])[CH:22]=[CH:23][C:16]=3[O:15][CH3:14])[CH2:11][CH2:10][CH2:9][NH:8]2)[CH:2]=[CH:3][CH:4]=[CH:5][CH:6]=1, predict the reactants needed to synthesize it.